From a dataset of Peptide-MHC class II binding affinity with 134,281 pairs from IEDB. Regression. Given a peptide amino acid sequence and an MHC pseudo amino acid sequence, predict their binding affinity value. This is MHC class II binding data. The peptide sequence is KEDFLRCLVKEIPPR. The MHC is DRB1_1602 with pseudo-sequence DRB1_1602. The binding affinity (normalized) is 0.292.